Dataset: Catalyst prediction with 721,799 reactions and 888 catalyst types from USPTO. Task: Predict which catalyst facilitates the given reaction. Reactant: [OH:1][C:2]1[CH:3]=[C:4]2[C:9](=[CH:10][CH:11]=1)[CH:8]=[C:7]([C:12]#[N:13])[CH:6]=[CH:5]2.Br[CH2:15][CH2:16][F:17].C([O-])([O-])=O.[K+].[K+]. Product: [F:17][CH2:16][CH2:15][O:1][C:2]1[CH:3]=[C:4]2[C:9](=[CH:10][CH:11]=1)[CH:8]=[C:7]([C:12]#[N:13])[CH:6]=[CH:5]2. The catalyst class is: 16.